This data is from Peptide-MHC class II binding affinity with 134,281 pairs from IEDB. The task is: Regression. Given a peptide amino acid sequence and an MHC pseudo amino acid sequence, predict their binding affinity value. This is MHC class II binding data. (1) The MHC is HLA-DPA10103-DPB10401 with pseudo-sequence HLA-DPA10103-DPB10401. The peptide sequence is AAKTAGTTVYGAFAA. The binding affinity (normalized) is 0.156. (2) The peptide sequence is AEEVEKIEKTEEPAP. The MHC is HLA-DPA10201-DPB10501 with pseudo-sequence HLA-DPA10201-DPB10501. The binding affinity (normalized) is 0. (3) The peptide sequence is QGEPGRVIRGKKGAG. The MHC is HLA-DPA10201-DPB10101 with pseudo-sequence HLA-DPA10201-DPB10101. The binding affinity (normalized) is 0.0284. (4) The peptide sequence is SNPKFENIAEGLRAL. The MHC is HLA-DQA10301-DQB10302 with pseudo-sequence HLA-DQA10301-DQB10302. The binding affinity (normalized) is 0.412. (5) The binding affinity (normalized) is 0.911. The MHC is HLA-DPA10301-DPB10402 with pseudo-sequence HLA-DPA10301-DPB10402. The peptide sequence is EKKYFHATQFEPLAA. (6) The peptide sequence is GELQLVDKIDAAFKI. The MHC is DRB1_0101 with pseudo-sequence DRB1_0101. The binding affinity (normalized) is 0.568. (7) The peptide sequence is YIKFLANVSTVLTGK. The MHC is DRB1_0401 with pseudo-sequence DRB1_0401. The binding affinity (normalized) is 0.178.